Dataset: Full USPTO retrosynthesis dataset with 1.9M reactions from patents (1976-2016). Task: Predict the reactants needed to synthesize the given product. (1) Given the product [I:1][C:2]1[CH:3]=[C:4]([C:8]2[O:17][N:31]=[C:30]([C:28]([O:27][CH2:26][CH3:25])=[O:29])[C:9]=2[C:10]([O:12][C:13]([CH3:14])([CH3:16])[CH3:15])=[O:11])[CH:5]=[CH:6][CH:7]=1, predict the reactants needed to synthesize it. The reactants are: [I:1][C:2]1[CH:3]=[C:4]([C:8](=[O:17])[CH2:9][C:10]([O:12][C:13]([CH3:16])([CH3:15])[CH3:14])=[O:11])[CH:5]=[CH:6][CH:7]=1.CCN(CC)CC.[CH3:25][CH2:26][O:27][C:28](/[C:30](/Cl)=[N:31]\O)=[O:29]. (2) The reactants are: [C:1]([NH:8][C@@H:9]([C:11]([OH:13])=O)[CH3:10])([O:3][C:4]([CH3:7])([CH3:6])[CH3:5])=[O:2].Cl.[CH3:15][O:16][C:17](=[O:22])[CH:18]([CH2:20][OH:21])[NH2:19].C(N(CC)C(C)C)(C)C.CN(C(ON1N=NC2C=CC=NC1=2)=[N+](C)C)C.F[P-](F)(F)(F)(F)F. Given the product [CH3:15][O:16][C:17](=[O:22])[CH:18]([NH:19][C:11](=[O:13])[C@H:9]([NH:8][C:1]([O:3][C:4]([CH3:5])([CH3:6])[CH3:7])=[O:2])[CH3:10])[CH2:20][OH:21], predict the reactants needed to synthesize it. (3) Given the product [NH2:1][C:4]1[CH:11]=[CH:10][CH:9]=[C:8]([NH2:12])[C:5]=1[C:6]([NH2:7])=[O:16], predict the reactants needed to synthesize it. The reactants are: [N+:1]([C:4]1[CH:11]=[CH:10][CH:9]=[C:8]([N+:12]([O-])=O)[C:5]=1[C:6]#[N:7])([O-])=O.S(=O)(=O)(O)[OH:16].[OH-].[Na+].